This data is from Full USPTO retrosynthesis dataset with 1.9M reactions from patents (1976-2016). The task is: Predict the reactants needed to synthesize the given product. (1) Given the product [CH2:24]([C:23]1[O:26][C:19]([C:5]2[CH:4]=[C:3]([C:1]#[N:2])[C:8](=[O:9])[N:7]([CH2:10][O:11][CH2:12][CH2:13][Si:14]([CH3:15])([CH3:16])[CH3:17])[C:6]=2[CH3:18])=[N:21][CH:22]=1)[CH3:25], predict the reactants needed to synthesize it. The reactants are: [C:1]([C:3]1[C:8](=[O:9])[N:7]([CH2:10][O:11][CH2:12][CH2:13][Si:14]([CH3:17])([CH3:16])[CH3:15])[C:6]([CH3:18])=[C:5]([C:19]([NH:21][CH2:22][C:23](=[O:26])[CH2:24][CH3:25])=O)[CH:4]=1)#[N:2].[OH-].COC(NS([N+](CC)(CC)CC)(=O)=O)=O. (2) The reactants are: [CH3:1][O:2][C:3]([C:5]1[CH:9]([CH:10]([CH3:12])[CH3:11])[CH:8]([C:13]([O:15][CH2:16][C:17]2[CH:22]=[CH:21][CH:20]=[CH:19][CH:18]=2)=[O:14])[N:7]([C:23]2[CH:28]=[CH:27][C:26]([F:29])=[CH:25][CH:24]=2)[N:6]=1)=[O:4].C1COCC1. Given the product [CH3:1][O:2][C:3]([C:5]1[C:9]([CH:10]([CH3:12])[CH3:11])=[C:8]([C:13]([O:15][CH2:16][C:17]2[CH:22]=[CH:21][CH:20]=[CH:19][CH:18]=2)=[O:14])[N:7]([C:23]2[CH:28]=[CH:27][C:26]([F:29])=[CH:25][CH:24]=2)[N:6]=1)=[O:4], predict the reactants needed to synthesize it. (3) Given the product [C:66]([O:65][C:63]([N:55]([C:56]([O:58][C:59]([CH3:60])([CH3:61])[CH3:62])=[O:57])[C:51]1[C:52]2[C:47](=[CH:46][C:45]([NH:44][CH:72]([C:37]3[CH:38]=[CH:39][C:34]([C@@H:32]([CH3:33])[CH2:31][O:30][C:28](=[O:29])[NH:27][C:16]4[CH:15]=[C:14]([CH2:13][NH:11][CH3:12])[C:19]([O:20][CH2:21][CH2:22][CH2:23][O:24][CH3:25])=[C:18]([F:26])[CH:17]=4)=[C:35]([CH3:43])[CH:36]=3)[C:71]([OH:75])=[O:74])=[CH:54][CH:53]=2)[CH:48]=[CH:49][N:50]=1)=[O:64])([CH3:69])([CH3:68])[CH3:67], predict the reactants needed to synthesize it. The reactants are: C(OC([N:11]([CH2:13][C:14]1[CH:15]=[C:16]([NH:27][C:28]([O:30][CH2:31][C@@H:32]([C:34]2[CH:39]=[CH:38][C:37](B(O)O)=[CH:36][C:35]=2[CH3:43])[CH3:33])=[O:29])[CH:17]=[C:18]([F:26])[C:19]=1[O:20][CH2:21][CH2:22][CH2:23][O:24][CH3:25])[CH3:12])=O)C1C=CC=CC=1.[NH2:44][C:45]1[CH:46]=[C:47]2[C:52](=[CH:53][CH:54]=1)[C:51]([N:55]([C:63]([O:65][C:66]([CH3:69])([CH3:68])[CH3:67])=[O:64])[C:56]([O:58][C:59]([CH3:62])([CH3:61])[CH3:60])=[O:57])=[N:50][CH:49]=[CH:48]2.O.[C:71]([OH:75])(=[O:74])[CH:72]=O. (4) Given the product [Br:1][C:17]1[S:16][CH:15]=[C:14]([C:8]2[CH:9]=[CH:10][C:11]([F:13])=[CH:12][C:7]=2[F:6])[N:18]=1, predict the reactants needed to synthesize it. The reactants are: [BrH:1].C(O)(=O)C.[F:6][C:7]1[CH:12]=[C:11]([F:13])[CH:10]=[CH:9][C:8]=1[C:14](=O)[CH2:15][S:16][C:17]#[N:18].O. (5) Given the product [CH3:7][N:6]([CH2:5][CH2:4][O:3][CH3:2])[C:19]1([C:24]#[N:25])[CH2:23][CH2:22][CH2:21][CH2:20]1, predict the reactants needed to synthesize it. The reactants are: Cl.[CH3:2][O:3][CH2:4][CH2:5][NH:6][CH3:7].C1(=O)CCCC1.[C-]#N.[K+].CN(C)[C:19]1([C:24]#[N:25])[CH2:23][CH2:22][CH2:21][CH2:20]1.